This data is from Full USPTO retrosynthesis dataset with 1.9M reactions from patents (1976-2016). The task is: Predict the reactants needed to synthesize the given product. (1) Given the product [Cl:2][C:3]1[N:4]=[C:5]([C:10]([NH:12][C@H:13]2[CH2:18][CH2:17][N:16]([C:22]3[C:27]([C:28]([O:30][CH3:31])=[O:29])=[CH:26][CH:25]=[CH:24][N:23]=3)[CH2:15][C@H:14]2[O:19][CH3:20])=[O:11])[NH:6][C:7]=1[CH2:8][CH3:9], predict the reactants needed to synthesize it. The reactants are: Cl.[Cl:2][C:3]1[N:4]=[C:5]([C:10]([NH:12][C@H:13]2[CH2:18][CH2:17][NH:16][CH2:15][C@H:14]2[O:19][CH3:20])=[O:11])[NH:6][C:7]=1[CH2:8][CH3:9].F[C:22]1[C:27]([C:28]([O:30][CH3:31])=[O:29])=[CH:26][CH:25]=[CH:24][N:23]=1.C(N(C(C)C)CC)(C)C. (2) Given the product [CH2:1]([O:8][C:9]1[N:10]=[C:11]([CH:29]([C:27]#[N:28])[C:30]2[CH:31]=[C:32]([CH:35]=[C:36]([CH3:38])[CH:37]=2)[C:33]#[N:34])[C:12]([CH:23]([CH3:25])[CH3:24])=[C:13]([O:15][CH2:16][C:17]2[CH:22]=[CH:21][CH:20]=[CH:19][CH:18]=2)[N:14]=1)[C:2]1[CH:7]=[CH:6][CH:5]=[CH:4][CH:3]=1, predict the reactants needed to synthesize it. The reactants are: [CH2:1]([O:8][C:9]1[N:14]=[C:13]([O:15][CH2:16][C:17]2[CH:22]=[CH:21][CH:20]=[CH:19][CH:18]=2)[C:12]([CH:23]([CH3:25])[CH3:24])=[C:11](Cl)[N:10]=1)[C:2]1[CH:7]=[CH:6][CH:5]=[CH:4][CH:3]=1.[C:27]([CH2:29][C:30]1[CH:31]=[C:32]([CH:35]=[C:36]([CH3:38])[CH:37]=1)[C:33]#[N:34])#[N:28].[H-].[Na+].[Cl-].[NH4+]. (3) Given the product [Cl:1][C:2]1[CH:7]=[C:6]([NH:13][C:14]2[CH:23]=[CH:22][CH:21]=[CH:20][C:15]=2[C:16]([NH:18][CH3:19])=[O:17])[C:5]([C:9]([F:12])([F:11])[F:10])=[CH:4][N:3]=1, predict the reactants needed to synthesize it. The reactants are: [Cl:1][C:2]1[CH:7]=[C:6](I)[C:5]([C:9]([F:12])([F:11])[F:10])=[CH:4][N:3]=1.[NH2:13][C:14]1[CH:23]=[CH:22][CH:21]=[CH:20][C:15]=1[C:16]([NH:18][CH3:19])=[O:17].C(=O)([O-])[O-].[Cs+].[Cs+].C1(P(C2C=CC=CC=2)C2C=CC3C(=CC=CC=3)C=2C2C3C(=CC=CC=3)C=CC=2P(C2C=CC=CC=2)C2C=CC=CC=2)C=CC=CC=1. (4) Given the product [F:1][C:2]1[CH:9]=[CH:8][C:7]([C:28]2[CH:29]=[CH:30][C:31]([CH2:51][C:49]([OH:57])=[O:52])=[CH:32][CH:33]=2)=[CH:4][CH:3]=1, predict the reactants needed to synthesize it. The reactants are: [F:1][C:2]1[CH:3]=[C:4]([CH:7]=[CH:8][CH:9]=1)CN.C1CN([P+](ON2N=N[C:29]3[CH:30]=[CH:31][CH:32]=[CH:33][C:28]2=3)(N2CCCC2)N2CCCC2)CC1.F[P-](F)(F)(F)(F)F.CCN([CH:49]([CH3:51])C)C(C)C.[OH2:52].CN(C=[O:57])C.